This data is from Forward reaction prediction with 1.9M reactions from USPTO patents (1976-2016). The task is: Predict the product of the given reaction. (1) Given the reactants [Br:1][C:2]1[C:3]([NH:8][NH:9][C:10](=S)[NH:11][CH3:12])=[N:4][CH:5]=[CH:6][CH:7]=1.CCN=C=NCCCN(C)C.Cl, predict the reaction product. The product is: [Br:1][C:2]1[C:3]2[N:4]([C:10]([NH:11][CH3:12])=[N:9][N:8]=2)[CH:5]=[CH:6][CH:7]=1. (2) Given the reactants [CH2:1]([N:3]([CH3:50])[CH2:4][C:5]([N:7]1[C:15]2[C:10](=[CH:11][C:12]([O:48][CH3:49])=[C:13]([NH:16][C:17]3[N:18]=[C:19]([NH:36][C:37]4[CH:46]=[CH:45][CH:44]=[C:43]([F:47])[C:38]=4[C:39]([NH:41][CH3:42])=[O:40])[C:20]4[CH:25]=[CH:24][N:23](S(C5C=CC(C)=CC=5)(=O)=O)[C:21]=4[N:22]=3)[CH:14]=2)[CH2:9][CH2:8]1)=[O:6])[CH3:2].[OH-].[K+], predict the reaction product. The product is: [CH2:1]([N:3]([CH3:50])[CH2:4][C:5]([N:7]1[C:15]2[C:10](=[CH:11][C:12]([O:48][CH3:49])=[C:13]([NH:16][C:17]3[NH:22][C:21]4=[N:23][CH:24]=[CH:25][C:20]4=[C:19]([NH:36][C:37]4[CH:46]=[CH:45][CH:44]=[C:43]([F:47])[C:38]=4[C:39]([NH:41][CH3:42])=[O:40])[N:18]=3)[CH:14]=2)[CH2:9][CH2:8]1)=[O:6])[CH3:2]. (3) Given the reactants [CH:1]1([CH2:4][OH:5])[CH2:3][CH2:2]1.[H-].[Na+].[Br:8][C:9]1[CH:14]=[CH:13][N:12]=[C:11](Cl)[CH:10]=1, predict the reaction product. The product is: [Br:8][C:9]1[CH:14]=[CH:13][N:12]=[C:11]([O:5][CH2:4][CH:1]2[CH2:3][CH2:2]2)[CH:10]=1. (4) Given the reactants [CH3:1][O:2][C:3](=[O:12])[C:4]1[CH:9]=[CH:8][C:7]([F:10])=[C:6]([NH2:11])[CH:5]=1.[Br:13][C:14]1[CH:15]=[C:16]([CH:19]=[CH:20][CH:21]=1)[CH:17]=O, predict the reaction product. The product is: [CH3:1][O:2][C:3](=[O:12])[C:4]1[CH:9]=[CH:8][C:7]([F:10])=[C:6]([N:11]=[CH:17][C:16]2[CH:19]=[CH:20][CH:21]=[C:14]([Br:13])[CH:15]=2)[CH:5]=1. (5) Given the reactants [NH2:1][C:2]1[N:7]=[CH:6][C:5]([OH:8])=[CH:4][CH:3]=1.C([O-])([O-])=O.[K+].[K+].Br[CH:16]1[CH2:20][CH2:19][CH2:18][CH2:17]1, predict the reaction product. The product is: [CH:16]1([O:8][C:5]2[CH:4]=[CH:3][C:2]([NH2:1])=[N:7][CH:6]=2)[CH2:20][CH2:19][CH2:18][CH2:17]1. (6) The product is: [Cl:22][C:23]1[CH:24]=[C:25]([CH:8]([C:14]2[CH:15]=[CH:16][CH:17]=[C:18]([Cl:39])[CH:19]=2)[N:9]2[CH2:12][CH:11]([OH:13])[CH2:10]2)[CH:26]=[CH:27][CH:28]=1. Given the reactants ClC1C=CC([CH:8]([C:14]2[CH:19]=[CH:18][C:17](Cl)=[CH:16][CH:15]=2)[N:9]2[CH2:12][CH:11]([OH:13])[CH2:10]2)=CC=1.Cl.[Cl:22][C:23]1[CH:28]=[CH:27][C:26](C(N)[C:26]2[CH:27]=[CH:28][C:23]([Cl:22])=[CH:24][CH:25]=2)=[CH:25][CH:24]=1.C(C1OC1)[Cl:39], predict the reaction product. (7) Given the reactants C[Si]([N-][Si](C)(C)C)(C)C.[Li+].[N:11]1([C:21]([O:23][CH2:24][C:25]2[CH:30]=[CH:29][CH:28]=[CH:27][CH:26]=2)=[O:22])[CH2:16][CH2:15][CH:14]([C:17]([O:19][CH3:20])=[O:18])[CH2:13][CH2:12]1.I[CH2:32][CH:33]=[CH2:34], predict the reaction product. The product is: [CH2:34]([C:14]1([C:17]([O:19][CH3:20])=[O:18])[CH2:13][CH2:12][N:11]([C:21]([O:23][CH2:24][C:25]2[CH:26]=[CH:27][CH:28]=[CH:29][CH:30]=2)=[O:22])[CH2:16][CH2:15]1)[CH:33]=[CH2:32]. (8) Given the reactants [NH2:1][C:2]1[CH:14]=[CH:13][C:5]([CH:6]=[CH:7][C:8]([O:10][CH2:11][CH3:12])=[O:9])=[CH:4][CH:3]=1.[C:15]([O:19][C:20]([NH:22][C:23]1([C:27](O)=[O:28])[CH2:26][CH2:25][CH2:24]1)=[O:21])([CH3:18])([CH3:17])[CH3:16].O.ON1C2C=CC=CC=2N=N1.Cl.C(N=C=NCCCN(C)C)C, predict the reaction product. The product is: [C:15]([O:19][C:20]([NH:22][C:23]1([C:27]([NH:1][C:2]2[CH:3]=[CH:4][C:5](/[CH:6]=[CH:7]/[C:8]([O:10][CH2:11][CH3:12])=[O:9])=[CH:13][CH:14]=2)=[O:28])[CH2:26][CH2:25][CH2:24]1)=[O:21])([CH3:18])([CH3:17])[CH3:16]. (9) Given the reactants [S:1]1[CH:5]=[CH:4][CH:3]=[C:2]1[CH:6]=[O:7].Cl[CH2:9][CH2:10][O:11][C:12](=[O:14])[CH3:13].CC[O-].[Na+], predict the reaction product. The product is: [CH2:10]([O:11][C:12]([C@H:13]1[C@H:6]([C:2]2[S:1][CH:5]=[CH:4][CH:3]=2)[O:7]1)=[O:14])[CH3:9]. (10) Given the reactants [C:1]([N:8]1[CH2:13][CH2:12][CH2:11][CH2:10][C:9]1=O)([O:3][C:4]([CH3:7])([CH3:6])[CH3:5])=[O:2].C(O[Si](C)(C)C)C.FC(S(O[Si](C)(C)C)(=O)=O)(F)F.C[Si](C)(C)[CH2:36][C:37](=[CH2:45])[CH2:38][CH2:39][O:40][Si](C)(C)C, predict the reaction product. The product is: [CH2:36]=[C:37]1[CH2:45][C:11]2([CH2:12][CH2:13][N:8]([C:1]([O:3][C:4]([CH3:7])([CH3:6])[CH3:5])=[O:2])[CH2:9][CH2:10]2)[O:40][CH2:39][CH2:38]1.